From a dataset of Forward reaction prediction with 1.9M reactions from USPTO patents (1976-2016). Predict the product of the given reaction. (1) The product is: [CH3:29][N:27]1[CH:28]=[C:24]([NH:23][C:20]2[N:19]=[C:18]3[N:14]([CH:11]4[CH2:12][CH2:13][NH:8][CH2:9][CH2:10]4)[N:15]=[CH:16][C:17]3=[CH:22][N:21]=2)[CH:25]=[N:26]1. Given the reactants C(OC([N:8]1[CH2:13][CH2:12][CH:11]([N:14]2[C:18]3=[N:19][C:20]([NH:23][C:24]4[CH:25]=[N:26][N:27]([CH3:29])[CH:28]=4)=[N:21][CH:22]=[C:17]3[CH:16]=[N:15]2)[CH2:10][CH2:9]1)=O)(C)(C)C.FC(F)(F)C(O)=O, predict the reaction product. (2) Given the reactants [C:1]([O:5][C:6]([NH:8][C@H:9]([C:29](=[O:36])[N:30]1[CH2:35][CH2:34][CH2:33][CH2:32][CH2:31]1)[CH2:10][C:11]1[CH:16]=[CH:15][C:14]([C:17]#[C:18][CH2:19][CH2:20][CH2:21][C:22]([O:24][C:25]([CH3:28])([CH3:27])[CH3:26])=[O:23])=[CH:13][CH:12]=1)=[O:7])([CH3:4])([CH3:3])[CH3:2], predict the reaction product. The product is: [C:1]([O:5][C:6]([NH:8][C@H:9]([C:29](=[O:36])[N:30]1[CH2:31][CH2:32][CH2:33][CH2:34][CH2:35]1)[CH2:10][C:11]1[CH:16]=[CH:15][C:14]([CH2:17][CH2:18][CH2:19][CH2:20][CH2:21][C:22]([O:24][C:25]([CH3:27])([CH3:28])[CH3:26])=[O:23])=[CH:13][CH:12]=1)=[O:7])([CH3:2])([CH3:3])[CH3:4]. (3) Given the reactants [F:1][C:2]1[CH:7]=[CH:6][CH:5]=[CH:4][C:3]=1[C:8](=[O:15])[CH2:9][C:10]([O:12][CH2:13][CH3:14])=[O:11].[H-].[Na+].[F:18][C:19]([F:29])([F:28])[C:20]1[CH:27]=[CH:26][C:23]([CH2:24]Br)=[CH:22][CH:21]=1.O, predict the reaction product. The product is: [F:1][C:2]1[CH:7]=[CH:6][CH:5]=[CH:4][C:3]=1[C:8](=[O:15])[CH:9]([CH2:24][C:23]1[CH:22]=[CH:21][C:20]([C:19]([F:18])([F:28])[F:29])=[CH:27][CH:26]=1)[C:10]([O:12][CH2:13][CH3:14])=[O:11]. (4) The product is: [CH3:51]/[C:11](=[CH:17]\[C:44]1[CH:47]=[CH:48][C:41](/[C:25](/[C:26]2[CH:27]=[C:28]3[C:32](=[CH:33][CH:34]=2)[N:31]([CH:35]2[CH2:40][CH2:39][CH2:38][CH2:37][O:36]2)[N:30]=[CH:29]3)=[C:24](\[C:18]2[CH:23]=[CH:22][CH:21]=[CH:20][CH:19]=2)/[CH2:49][CH3:50])=[CH:42][CH:43]=1)/[C:12]([O:14][CH2:15][CH3:16])=[O:13]. Given the reactants [H-].[Na+].C(OP([CH:11]([CH3:17])[C:12]([O:14][CH2:15][CH3:16])=[O:13])(OCC)=O)C.[C:18]1(/[C:24](/[CH2:49][CH3:50])=[C:25](\[C:41]2[CH:48]=[CH:47][C:44](C=O)=[CH:43][CH:42]=2)/[C:26]2[CH:27]=[C:28]3[C:32](=[CH:33][CH:34]=2)[N:31]([CH:35]2[CH2:40][CH2:39][CH2:38][CH2:37][O:36]2)[N:30]=[CH:29]3)[CH:23]=[CH:22][CH:21]=[CH:20][CH:19]=1.[CH2:51]1COCC1, predict the reaction product. (5) Given the reactants [OH-].[Na+].[C:3]([NH:11][CH:12]1[CH2:17][CH2:16][N:15]([C:18]2[N:23]=[C:22]([CH3:24])[C:21]([CH:25]([CH2:30][CH2:31][CH3:32])[C:26]([O:28]C)=[O:27])=[C:20]([C:33]3[CH:38]=[CH:37][C:36]([CH3:39])=[CH:35][CH:34]=3)[N:19]=2)[CH2:14][CH2:13]1)(=[O:10])[C:4]1[CH:9]=[CH:8][CH:7]=[CH:6][CH:5]=1, predict the reaction product. The product is: [C:3]([NH:11][CH:12]1[CH2:17][CH2:16][N:15]([C:18]2[N:23]=[C:22]([CH3:24])[C:21]([CH:25]([CH2:30][CH2:31][CH3:32])[C:26]([OH:28])=[O:27])=[C:20]([C:33]3[CH:34]=[CH:35][C:36]([CH3:39])=[CH:37][CH:38]=3)[N:19]=2)[CH2:14][CH2:13]1)(=[O:10])[C:4]1[CH:5]=[CH:6][CH:7]=[CH:8][CH:9]=1. (6) Given the reactants C([N:8](CC1C=CC=CC=1)[CH:9]1[CH2:14][CH2:13][N:12]([CH2:15][CH2:16][N:17]2[C:26]3[C:21](=[C:22]([F:28])[CH:23]=[C:24]([F:27])[CH:25]=3)[CH:20]=[CH:19][C:18]2=[O:29])[CH:11]([CH3:30])[CH2:10]1)C1C=CC=CC=1, predict the reaction product. The product is: [NH2:8][CH:9]1[CH2:14][CH2:13][N:12]([CH2:15][CH2:16][N:17]2[C:26]3[C:21](=[C:22]([F:28])[CH:23]=[C:24]([F:27])[CH:25]=3)[CH:20]=[CH:19][C:18]2=[O:29])[CH:11]([CH3:30])[CH2:10]1. (7) Given the reactants [Cl:1][C:2]1[CH:7]=[CH:6][C:5]([C:8]2[CH:13]=[C:12]([CH2:14][CH2:15][CH3:16])[N:11]3[N:17]=[CH:18][C:19]([C:20](O)=[O:21])=[C:10]3[N:9]=2)=[CH:4][CH:3]=1.[NH2:23][C:24]1[CH:25]=[C:26]([S:30]([NH2:33])(=[O:32])=[O:31])[CH:27]=[CH:28][CH:29]=1, predict the reaction product. The product is: [S:30]([C:26]1[CH:25]=[C:24]([NH:23][C:20]([C:19]2[CH:18]=[N:17][N:11]3[C:12]([CH2:14][CH2:15][CH3:16])=[CH:13][C:8]([C:5]4[CH:6]=[CH:7][C:2]([Cl:1])=[CH:3][CH:4]=4)=[N:9][C:10]=23)=[O:21])[CH:29]=[CH:28][CH:27]=1)(=[O:31])(=[O:32])[NH2:33]. (8) Given the reactants [Si]([O:8][CH2:9][CH:10]1[CH2:14][CH2:13][N:12]([C:15]2[N:20]=[C:19]([C:21]([NH:23][C:24]3[C:33]([CH3:34])=[CH:32][C:27]([C:28]([O:30][CH3:31])=[O:29])=[CH:26][C:25]=3[CH3:35])=[O:22])[C:18]([CH3:36])=[CH:17][CH:16]=2)[CH2:11]1)(C(C)(C)C)(C)C.[N+](CCCC)(CCCC)(CCCC)CCCC.[F-], predict the reaction product. The product is: [OH:8][CH2:9][CH:10]1[CH2:14][CH2:13][N:12]([C:15]2[N:20]=[C:19]([C:21]([NH:23][C:24]3[C:25]([CH3:35])=[CH:26][C:27]([C:28]([O:30][CH3:31])=[O:29])=[CH:32][C:33]=3[CH3:34])=[O:22])[C:18]([CH3:36])=[CH:17][CH:16]=2)[CH2:11]1. (9) The product is: [C:12]([S:15]([N:17]=[CH:9][CH2:8][CH:2]([CH3:1])[C:3]([O:5][CH2:6][CH3:7])=[O:4])=[O:16])([CH3:14])([CH3:13])[CH3:11]. Given the reactants [CH3:1][CH:2]([CH2:8][CH:9]=O)[C:3]([O:5][CH2:6][CH3:7])=[O:4].[CH3:11][C:12]([S:15]([NH2:17])=[O:16])([CH3:14])[CH3:13], predict the reaction product.